From a dataset of Drug-target binding data from BindingDB using Ki measurements. Regression. Given a target protein amino acid sequence and a drug SMILES string, predict the binding affinity score between them. We predict pKi (pKi = -log10(Ki in M); higher means stronger inhibition). Dataset: bindingdb_ki. (1) The small molecule is NC(=O)[C@@H]1CCCN1C(=O)[C@H](Cc1cnc[nH]1)NC(=O)[C@@H]1CCC(=O)N1. The target protein (Q01717) has sequence MENETVSELNQTELPPQVAVALEYQVVTILLVVVICGLGIVGNIMVVLVVMRTKHMRTATNCYLVSLAVADLMVLVAAGLPNITDSIYGSWVYGYVGCLCITYLQYLGINASSCSITAFTIERYIAICHPIKAQFLCTFSRAKKIIIFVWAFTSIYCMLWFFLLDLNISTYKDAIVISCGYKISRNYYSPIYLMDFGVFYVMPMILATVLYGFIARILFLNPIPSDPKENSKTWKNDSTHQNKNMNLNTTNRCFNSTVSSRKQVTKMLAVVVILFALLWMPYRTLVVVNSFLSSPFQENWFLLFCRICIYLNSAINPVIYNLMSQKFRAAFRKLCNCKQKPTEKAANYSVALNYSVIKESDRFSTELDDITVTDTYVSTTKVSFDDTCLASEKNGPSSCTYGYSLTAKQEKI. The pKi is 7.7. (2) The compound is CN1CCN(c2ncccc2Br)CC1. The target protein (Q28838) has sequence MGSLQPDAGNASWNGTEAPGGGARATPYSLQVTLTLVCLAGLLMLFTVFGNVLVIIAVFTSRALKAPQNLFLVSLASADILVATLVIPFSLANEVMGYWYFGKAWCEIYLALDVLFCTSSIVHLCAISLDRYWSITQAIEYNLKRTPRRIKAIIVTVWVISAVISFPPLISFEKKRGRSGQPSAEPRCEINDQKWYVISSSIGSFFAPCLIMILVYVRIYQIAKRRTRVPPSRRGPDATAAELPGSAERRPNGLGPERGGVGPVGAEVESLQVQLNGAPGEPAPAGAGADALDLEESSSSEHAERPPGSRRSERGPRAKGKARASQVKPGDSLPRRGPGATGLGAPTAGPAEERSGGGAKASRWRGRQNREKRFTFVLAVVIGVFVVCWFPFFFTYTLTAIGCPVPPTLFKFFFWFGYCNSSLNPVIYTIFNHDFRRAFKKILCRGDRKRIV. The pKi is 8.5. (3) The compound is CC(C)(C)C(=O)NCCCN1CCN(c2ccc(Cl)cc2)CC1. The target protein sequence is MGNRSTADADGLLAGRGPAAGASAGASAGLAGQGAAALVGGVLLIGAVLAGNSLVCVSVATERALQTPTNSFIVSLAAADLLLALLVLPLFVYSEVQGGAWLLSPRLCDALMAMDVMLCTASIFNLCAISVDRFVAVAVPLRYNRQGGSRRQLLLIGATWLLSAAVAAPVLCGLNDVRGRDPAVCRLEDRDYVVYSSVCSFFLPCPLMLLLYWATFRGLQRWEVARRAKLHGRAPRRPSGPGPPSPTPPAPRLPQDPCGPDCAPPAPGLPRGPCGPDCAPAAPGLPPDPCGPDCAPPAPGLPQDPCGPDCAPPAPGLPRGPCGPDCAPPAPGLPQDPCGPDCAPPAPGLPPDPCGSNCAPPDAVRAAALPPQTPPQTRRRRRAKITGRERKAMRVLPVVVGAFLLCWTPFFVVHITQALCPACSVPPRLVSAVTWLGYVNSALNPVIYTVFNAEFRNVFRKALRACC. The pKi is 6.7. (4) The drug is O=C(O)CCCCC(=O)C(=O)O. The target protein (P0A6L2) has sequence MFTGSIVAIVTPMDEKGNVCRASLKKLIDYHVASGTSAIVSVGTTGESATLNHDEHADVVMMTLDLADGRIPVIAGTGANATAEAISLTQRFNDSGIVGCLTVTPYYNRPSQEGLYQHFKAIAEHTDLPQILYNVPSRTGCDLLPETVGRLAKVKNIIGIKEATGNLTRVNQIKELVSDDFVLLSGDDASALDFMQLGGHGVISVTANVAARDMAQMCKLAAEGHFAEARVINQRLMPLHNKLFVEPNPIPVKWACKELGLVATDTLRLPMTPITDSGRETVRAALKHAGLL. The pKi is 3.8. (5) The compound is N#CC1(NC(=O)[C@H](Cc2ccc(OCC3CC3)c(Cl)c2)NC(=O)c2cnn(-c3ccc(F)cc3)n2)CC1. The target protein sequence is MPRTEMVRFVRLPVVLLAMAACLASVALGSLHVEESLEMRFAAFKKKYGKVYKDAKEEAFRFRAFEENMEQAKIQAAANPYATFGVTPFSDMTREEFRARYRNGASYFAAAQKRLRKTVNVTTGRAPAAVDWREKGAVTPVKDQGQCGSCWAFSTIGNIEGQWQVAGNPLVSLSEQMLVSCDTIDFGCGGGLMDNAFNWIVNSNGGNVFTEASYPYVSGNGEQPQCQMNGHEIGAAITDHVDLPQDEDAIAAYLAENGPLAIAVDATSFMDYNGGILTSCTSEQLDHGVLLVGYNDSSNPPYWIIKNSWSNMWGEDGYIRIEKGTNQCLMNQAVSSAVVGGPTPPPPPPPPPSATFTQDFCEGKGCTKGCSHATFPTGECVQTTGVGSVIATCGASNLTQIIYPLSRSCSGLSVPITVPLDKCIPILIGSVEYHCSTNPPTKAARLVPHQ. The pKi is 8.0.